This data is from Full USPTO retrosynthesis dataset with 1.9M reactions from patents (1976-2016). The task is: Predict the reactants needed to synthesize the given product. (1) Given the product [Cl:1][C:2]1[CH:24]=[CH:23][C:5]2[NH:6][C:7]([C:9]3[CH:10]=[CH:11][C:12]([N:15]4[CH2:20][CH2:19][CH:18]([CH2:21][O:22][C:26]5[CH:35]=[C:30]([C:31]([O:33][CH3:34])=[O:32])[CH:29]=[C:28]([CH:27]=5)[C:36]([O:38][CH3:39])=[O:37])[CH2:17][CH2:16]4)=[N:13][CH:14]=3)=[N:8][C:4]=2[CH:3]=1, predict the reactants needed to synthesize it. The reactants are: [Cl:1][C:2]1[CH:24]=[CH:23][C:5]2[NH:6][C:7]([C:9]3[CH:10]=[CH:11][C:12]([N:15]4[CH2:20][CH2:19][CH:18]([CH2:21][OH:22])[CH2:17][CH2:16]4)=[N:13][CH:14]=3)=[N:8][C:4]=2[CH:3]=1.O[C:26]1[CH:27]=[C:28]([C:36]([O:38][CH3:39])=[O:37])[CH:29]=[C:30]([CH:35]=1)[C:31]([O:33][CH3:34])=[O:32].N(C(OCC)=O)=NC(OCC)=O.C1(P(C2C=CC=CC=2)C2C=CC=CC=2)C=CC=CC=1. (2) Given the product [ClH:1].[N:2]1([CH2:8][C:9]2[N:14]=[C:13]([NH:15][C:16]([NH:18][C:19]3[N:20]=[C:21]([C:24]4[CH:25]=[N:26][CH:27]=[CH:28][CH:29]=4)[S:22][CH:23]=3)=[O:17])[CH:12]=[CH:11][CH:10]=2)[CH2:3][CH2:4][O:5][CH2:6][CH2:7]1, predict the reactants needed to synthesize it. The reactants are: [ClH:1].[N:2]1([CH2:8][C:9]2[N:14]=[C:13]([NH:15][C:16]([NH:18][C:19]3[N:20]=[C:21]([C:24]4[CH:25]=[N:26][CH:27]=[CH:28][CH:29]=4)[S:22][CH:23]=3)=[O:17])[CH:12]=[CH:11][CH:10]=2)[CH2:7][CH2:6][O:5][CH2:4][CH2:3]1. (3) Given the product [CH2:12]([C:14]1[CH:15]=[C:16]([C:17]2[N:19]=[C:9]([C:7]3[S:8][C:4]([CH2:1][CH2:2][CH3:3])=[CH:5][CH:6]=3)[O:11][N:18]=2)[CH:21]=[C:22]([CH3:25])[C:23]=1[OH:24])[CH3:13], predict the reactants needed to synthesize it. The reactants are: [CH2:1]([C:4]1[S:8][C:7]([C:9]([OH:11])=O)=[CH:6][CH:5]=1)[CH2:2][CH3:3].[CH2:12]([C:14]1[CH:15]=[C:16]([CH:21]=[C:22]([CH3:25])[C:23]=1[OH:24])[C:17]([NH:19]O)=[NH:18])[CH3:13]. (4) Given the product [CH3:18][C:16]1([CH3:19])[C:15]([CH3:20])([CH3:21])[O:14][B:13]([C:4]2[CH:3]=[CH:2][C:11]3[O:10][CH2:9][CH2:8][CH2:7][C:6]=3[C:5]=2[CH3:12])[O:17]1, predict the reactants needed to synthesize it. The reactants are: Cl[C:2]1[C:11]2[O:10][CH2:9][CH2:8][CH2:7][C:6]=2[C:5]([CH3:12])=[C:4]([B:13]2[O:17][C:16]([CH3:19])([CH3:18])[C:15]([CH3:21])([CH3:20])[O:14]2)[CH:3]=1.C([O-])=O.[NH4+].